Dataset: Catalyst prediction with 721,799 reactions and 888 catalyst types from USPTO. Task: Predict which catalyst facilitates the given reaction. (1) Reactant: [C:1]([N:8]1[C:16]2[C:11](=[CH:12][CH:13]=[C:14]([N+:17]([O-])=O)[CH:15]=2)[CH:10]=[N:9]1)([O:3][C:4]([CH3:7])([CH3:6])[CH3:5])=[O:2].[H][H]. Product: [C:1]([N:8]1[C:16]2[C:11](=[CH:12][CH:13]=[C:14]([NH2:17])[CH:15]=2)[CH:10]=[N:9]1)([O:3][C:4]([CH3:7])([CH3:6])[CH3:5])=[O:2]. The catalyst class is: 78. (2) The catalyst class is: 15. Reactant: [C:1]1([N:7]2[C:12](=[O:13])[C:11]3[S:14][CH:15]=[C:16]([C:17]4[CH:22]=[CH:21][CH:20]=[CH:19][CH:18]=4)[C:10]=3[N:9]=[CH:8]2)[CH:6]=[CH:5][CH:4]=[CH:3][CH:2]=1.NC1C(C2C=CC=CC=2[Br:35])=CSC=1C(OC)=O.C([O:47][CH2:48]C)(OCC)OCC.COC1C=CC(N)=CC=1. Product: [Br:35][C:22]1[CH:21]=[CH:20][CH:19]=[CH:18][C:17]=1[C:16]1[C:10]2[N:9]=[CH:8][N:7]([C:1]3[CH:6]=[CH:5][C:4]([O:47][CH3:48])=[CH:3][CH:2]=3)[C:12](=[O:13])[C:11]=2[S:14][CH:15]=1. (3) Reactant: [CH3:1][O:2][C:3]1[CH:4]=[CH:5][C:6]2[N:11]=[CH:10][C:9](=[O:12])[N:8]([CH2:13][CH2:14][C@H:15]3[CH2:17][O:16]3)[C:7]=2[N:18]=1.[NH2:19][C@@H:20]1[CH2:24][N:23]([C:25]2[CH:26]=[CH:27][C:28]3[O:29][CH2:30][C:31](=[O:35])[NH:32][C:33]=3[N:34]=2)[C:22](=[O:36])[CH2:21]1. Product: [OH:16][C@@H:15]([CH2:14][CH2:13][N:8]1[C:9](=[O:12])[CH:10]=[N:11][C:6]2[CH:5]=[CH:4][C:3]([O:2][CH3:1])=[N:18][C:7]1=2)[CH2:17][NH:19][C@@H:20]1[CH2:24][N:23]([C:25]2[CH:26]=[CH:27][C:28]3[O:29][CH2:30][C:31](=[O:35])[NH:32][C:33]=3[N:34]=2)[C:22](=[O:36])[CH2:21]1. The catalyst class is: 40.